From a dataset of Forward reaction prediction with 1.9M reactions from USPTO patents (1976-2016). Predict the product of the given reaction. Given the reactants [I:1][C:2]1[CH:7]=[CH:6][N:5]=[C:4]2[NH:8][N:9]=[C:10]([C:11]([F:14])([F:13])[F:12])[C:3]=12.C(=O)([O-])[O-].[Cs+].[Cs+].Cl[C:22]1[CH:29]=[CH:28][C:25]([C:26]#[N:27])=[CH:24][C:23]=1[N+:30]([O-:32])=[O:31].[Cl-].[NH4+], predict the reaction product. The product is: [I:1][C:2]1[CH:7]=[CH:6][N:5]=[C:4]2[N:8]([C:22]3[CH:29]=[CH:28][C:25]([C:26]#[N:27])=[CH:24][C:23]=3[N+:30]([O-:32])=[O:31])[N:9]=[C:10]([C:11]([F:14])([F:12])[F:13])[C:3]=12.